Dataset: Catalyst prediction with 721,799 reactions and 888 catalyst types from USPTO. Task: Predict which catalyst facilitates the given reaction. (1) Reactant: [OH:1][C:2]1[C:7]([O:8][CH3:9])=[CH:6][CH:5]=[CH:4][C:3]=1[CH2:10][C:11]([O:13][CH3:14])=[O:12].C(O)[C:16]1[CH:21]=[CH:20][CH:19]=[CH:18][CH:17]=1.O.C1(C)C=CC(S(O)(=O)=O)=CC=1. Product: [OH:1][C:2]1[C:7]([O:8][CH3:9])=[CH:6][CH:5]=[CH:4][C:3]=1[CH2:10][C:11]([O:13][CH2:14][C:16]1[CH:21]=[CH:20][CH:19]=[CH:18][CH:17]=1)=[O:12]. The catalyst class is: 11. (2) Reactant: [CH:1]1[C:14]2[C:5](=[CH:6][C:7]3[C:12]([C:13]=2[CH2:15][CH2:16][OH:17])=[CH:11][CH:10]=[CH:9][CH:8]=3)[CH:4]=[CH:3][CH:2]=1.N1([C:23]([O:25][CH2:26][CH2:27][N:28]([CH2:36][CH:37]=[CH2:38])[C:29]([O:31][C:32]([CH3:35])([CH3:34])[CH3:33])=[O:30])=[O:24])C=CN=C1.[OH-:39].[K+]. Product: [CH2:36]([N:28]([CH2:27][CH2:26][O:25][C:23]([O:17][CH2:16][CH2:15][C:13]1[C:12]2[C:7]([CH:6]=[C:5]3[C:14]=1[CH:1]=[CH:2][CH:3]=[CH:4]3)=[CH:8][CH:9]=[CH:10][CH:11]=2)=[O:24])[C:29](=[O:30])[O:31][C:32]([CH3:34])([CH3:35])[CH3:33])[CH:37]=[CH2:38].[C:23](=[O:24])([OH:25])[OH:39]. The catalyst class is: 11.